Predict which catalyst facilitates the given reaction. From a dataset of Catalyst prediction with 721,799 reactions and 888 catalyst types from USPTO. (1) Reactant: [F:1][C:2]1[CH:12]=[N:11][C:5]2[N:6]=[CH:7][C:8](=[O:10])[NH:9][C:4]=2[CH:3]=1.C([O-])([O-])=O.[K+].[K+].[CH2:19](I)[CH:20]=[CH2:21].O. Product: [F:1][C:2]1[CH:12]=[N:11][C:5]2[N:6]=[CH:7][C:8](=[O:10])[N:9]([CH2:21][CH:20]=[CH2:19])[C:4]=2[CH:3]=1. The catalyst class is: 3. (2) Reactant: [CH2:1]([O:3][CH:4]([O:17][CH2:18][CH3:19])[C:5]1[O:13][C:12]2[C:11]([C:14]([OH:16])=O)=[CH:10][N:9]=[CH:8][C:7]=2[CH:6]=1)[CH3:2].[CH3:20][O:21][C:22]1[C:23]([NH2:28])=[CH:24][CH:25]=[CH:26][CH:27]=1.F[P-](F)(F)(F)(F)F.N1(O[P+](N(C)C)(N(C)C)N(C)C)C2C=CC=CC=2N=N1.C(N(C(C)C)CC)(C)C. Product: [CH2:18]([O:17][CH:4]([O:3][CH2:1][CH3:2])[C:5]1[O:13][C:12]2[C:11]([C:14]([NH:28][C:23]3[CH:24]=[CH:25][CH:26]=[CH:27][C:22]=3[O:21][CH3:20])=[O:16])=[CH:10][N:9]=[CH:8][C:7]=2[CH:6]=1)[CH3:19]. The catalyst class is: 35. (3) Reactant: [CH3:1][O:2][C:3]1[CH:25]=[CH:24][C:6]([CH2:7][O:8][C:9]2[C:18](=[O:19])[C:17]3[C:12](=[CH:13][CH:14]=[C:15]([C:20]([OH:22])=O)[CH:16]=3)[N:11]([CH3:23])[CH:10]=2)=[CH:5][CH:4]=1.[N:26]1([CH2:31][CH2:32][NH2:33])[CH2:30][CH2:29][CH2:28][CH2:27]1.C(Cl)CCl.C1C=NC2N(O)N=NC=2C=1.C(N(CC)CC)C. Product: [CH3:1][O:2][C:3]1[CH:25]=[CH:24][C:6]([CH2:7][O:8][C:9]2[C:18](=[O:19])[C:17]3[C:12](=[CH:13][CH:14]=[C:15]([C:20]([NH:33][CH2:32][CH2:31][N:26]4[CH2:30][CH2:29][CH2:28][CH2:27]4)=[O:22])[CH:16]=3)[N:11]([CH3:23])[CH:10]=2)=[CH:5][CH:4]=1. The catalyst class is: 4. (4) Reactant: FC(F)(F)C(=N[Si](C)(C)C)O[Si](C)(C)C.[CH2:16](Br)[C:17]1[CH:22]=[CH:21][CH:20]=[CH:19][CH:18]=1.[C:24]([O:28][C:29]([NH:31][C:32]1[N:37]=[CH:36][C:35]([CH2:38][CH:39]([C:44]([O:46][CH2:47][CH3:48])=[O:45])[CH2:40][PH:41](=[O:43])[OH:42])=[CH:34][CH:33]=1)=[O:30])([CH3:27])([CH3:26])[CH3:25]. Product: [CH2:16]([P:41]([CH2:40][CH:39]([CH2:38][C:35]1[CH:36]=[N:37][C:32]([NH:31][C:29]([O:28][C:24]([CH3:25])([CH3:27])[CH3:26])=[O:30])=[CH:33][CH:34]=1)[C:44]([O:46][CH2:47][CH3:48])=[O:45])(=[O:42])[OH:43])[C:17]1[CH:22]=[CH:21][CH:20]=[CH:19][CH:18]=1. The catalyst class is: 2. (5) Reactant: [NH2:1][C:2]1[CH:7]=[C:6]([Br:8])[C:5]([F:9])=[CH:4][C:3]=1[OH:10].[F:11][C:12]1[CH:19]=[C:18]([F:20])[CH:17]=[CH:16][C:13]=1[CH:14]=O.C1(C)C=CC(S(O)(=O)=O)=CC=1.C(N(CC)CC)C. Product: [Br:8][C:6]1[C:5]([F:9])=[CH:4][C:3]([OH:10])=[C:2]([N:1]=[CH:14][C:13]2[CH:16]=[CH:17][C:18]([F:20])=[CH:19][C:12]=2[F:11])[CH:7]=1. The catalyst class is: 11.